Dataset: Forward reaction prediction with 1.9M reactions from USPTO patents (1976-2016). Task: Predict the product of the given reaction. (1) Given the reactants [O:1]=[C:2]1[CH2:11][CH2:10][CH2:9][C:8]2[CH:7]=[C:6](OS(C(F)(F)F)(=O)=O)[CH:5]=[CH:4][C:3]1=2.[F:20][C:21]1[CH:22]=[C:23](B(O)O)[CH:24]=[CH:25][CH:26]=1, predict the reaction product. The product is: [F:20][C:21]1[CH:26]=[C:25]([C:6]2[CH:7]=[C:8]3[C:3](=[CH:4][CH:5]=2)[C:2](=[O:1])[CH2:11][CH2:10][CH2:9]3)[CH:24]=[CH:23][CH:22]=1. (2) Given the reactants [OH:1][C:2]1([CH2:15][CH:16]=O)[CH2:14][CH2:13][C:5]2([O:10][CH2:9][C:8]([CH3:12])([CH3:11])[CH2:7][O:6]2)[CH2:4][CH2:3]1.[Cl:18][C:19]1[CH:24]=[CH:23][C:22]([C@@H:25]([NH2:28])[CH2:26][CH3:27])=[CH:21][CH:20]=1, predict the reaction product. The product is: [Cl:18][C:19]1[CH:20]=[CH:21][C:22]([C@@H:25]([NH:28][CH2:16][CH2:15][C:2]2([OH:1])[CH2:14][CH2:13][C:5]3([O:6][CH2:7][C:8]([CH3:12])([CH3:11])[CH2:9][O:10]3)[CH2:4][CH2:3]2)[CH2:26][CH3:27])=[CH:23][CH:24]=1. (3) Given the reactants [NH2:1][CH2:2][C:3]([NH:5][CH2:6][C:7]1[S:8][C:9]([C:12]#[N:13])=[CH:10][CH:11]=1)=[O:4].[C:14]([O:18][C:19](=[O:43])[CH:20]=[CH:21][C@:22]([NH:35][C:36]([O:38][C:39]([CH3:42])([CH3:41])[CH3:40])=[O:37])([CH2:26][C:27]1[CH:32]=[CH:31][CH:30]=[C:29]([C:33]#[N:34])[CH:28]=1)[C:23](O)=[O:24])([CH3:17])([CH3:16])[CH3:15].CN(C(ON1N=NC2C=CC=NC1=2)=[N+](C)C)C.F[P-](F)(F)(F)(F)F.CCN(C(C)C)C(C)C, predict the reaction product. The product is: [C:14]([O:18][C:19](=[O:43])[CH:20]=[CH:21][C@@:22]([NH:35][C:36]([O:38][C:39]([CH3:42])([CH3:41])[CH3:40])=[O:37])([C:23](=[O:24])[NH:1][CH2:2][C:3](=[O:4])[NH:5][CH2:6][C:7]1[S:8][C:9]([C:12]#[N:13])=[CH:10][CH:11]=1)[CH2:26][C:27]1[CH:32]=[CH:31][CH:30]=[C:29]([C:33]#[N:34])[CH:28]=1)([CH3:17])([CH3:16])[CH3:15]. (4) The product is: [C:39]([S:42][CH2:43][CH2:44][CH2:45][CH2:46][CH2:47][C:48]([O:1][C@@:2]([CH3:38])([C:3](=[O:35])[C@@H:4]([NH:12][C:13](=[O:34])[C@@H:14]([NH:18][C:19](=[O:33])[C@@H:20]([NH:24][C:25]([C:27]1[S:31][C:30]([CH3:32])=[N:29][CH:28]=1)=[O:26])[CH2:21][O:22][CH3:23])[CH2:15][O:16][CH3:17])[CH2:5][C:6]1[CH:7]=[CH:8][CH:9]=[CH:10][CH:11]=1)[CH2:36][I:37])=[O:49])(=[O:41])[CH3:40]. Given the reactants [OH:1][C@:2]([CH3:38])([CH2:36][I:37])[C:3](=[O:35])[C@@H:4]([NH:12][C:13](=[O:34])[C@@H:14]([NH:18][C:19](=[O:33])[C@@H:20]([NH:24][C:25]([C:27]1[S:31][C:30]([CH3:32])=[N:29][CH:28]=1)=[O:26])[CH2:21][O:22][CH3:23])[CH2:15][O:16][CH3:17])[CH2:5][C:6]1[CH:11]=[CH:10][CH:9]=[CH:8][CH:7]=1.[C:39]([S:42][CH2:43][CH2:44][CH2:45][CH2:46][CH2:47][C:48](O[C:48](=[O:49])[CH2:47][CH2:46][CH2:45][CH2:44][CH2:43][S:42][C:39](=[O:41])[CH3:40])=[O:49])(=[O:41])[CH3:40], predict the reaction product.